This data is from Reaction yield outcomes from USPTO patents with 853,638 reactions. The task is: Predict the reaction yield, written as a fraction of the theoretical maximum amount of product (1.0 means a 100% yield; for example, 0.34 means a 34% yield). (1) The yield is 0.290. The reactants are [C:1](Cl)([O:3][CH2:4][C:5]1[CH:10]=[CH:9][CH:8]=[CH:7][CH:6]=1)=[O:2].C([N:19]1[CH2:24][CH2:23][C:22]([C:30]2[CH:35]=[CH:34][CH:33]=[CH:32][CH:31]=2)([N:25]2[CH2:29][CH2:28][CH2:27][CH2:26]2)[CH2:21][CH2:20]1)C1C=CC=CC=1.C(OCC)(=O)C. The catalyst is C(Cl)(Cl)Cl. The product is [CH2:4]([O:3][C:1]([N:19]1[CH2:20][CH2:21][C:22]([C:30]2[CH:35]=[CH:34][CH:33]=[CH:32][CH:31]=2)([N:25]2[CH2:29][CH2:28][CH2:27][CH2:26]2)[CH2:23][CH2:24]1)=[O:2])[C:5]1[CH:10]=[CH:9][CH:8]=[CH:7][CH:6]=1. (2) The reactants are [CH3:1][C:2]1[O:6][N:5]=[C:4]([C:7]([NH:9][C:10]2[CH:15]=[C:14]([CH2:16][NH:17][C@@H:18]([C:20]3[CH:25]=[CH:24][CH:23]=[CH:22][CH:21]=3)[CH3:19])[CH:13]=[CH:12][C:11]=2[N:26]2[CH2:31][CH2:30][CH:29]([C:32](OC)=[O:33])[CH2:28][CH2:27]2)=[O:8])[CH:3]=1.[NH3:36]. No catalyst specified. The product is [CH3:1][C:2]1[O:6][N:5]=[C:4]([C:7]([NH:9][C:10]2[CH:15]=[C:14]([CH2:16][NH:17][C@@H:18]([C:20]3[CH:25]=[CH:24][CH:23]=[CH:22][CH:21]=3)[CH3:19])[CH:13]=[CH:12][C:11]=2[N:26]2[CH2:31][CH2:30][CH:29]([C:32]([NH2:36])=[O:33])[CH2:28][CH2:27]2)=[O:8])[CH:3]=1. The yield is 0.230.